From a dataset of Forward reaction prediction with 1.9M reactions from USPTO patents (1976-2016). Predict the product of the given reaction. Given the reactants [CH3:1][N:2]1[C:10]2[C:5](=[CH:6][C:7](B3OC(C)(C)C(C)(C)O3)=[CH:8][CH:9]=2)[CH2:4][C:3]1=[O:20].Br[C:22]1[CH:23]=[N:24][CH:25]=[C:26]([O:28][CH2:29][CH3:30])[CH:27]=1.P([O-])([O-])([O-])=O.[K+].[K+].[K+].CN(C=O)C, predict the reaction product. The product is: [CH2:29]([O:28][C:26]1[CH:27]=[C:22]([C:7]2[CH:6]=[C:5]3[C:10](=[CH:9][CH:8]=2)[N:2]([CH3:1])[C:3](=[O:20])[CH2:4]3)[CH:23]=[N:24][CH:25]=1)[CH3:30].